From a dataset of Forward reaction prediction with 1.9M reactions from USPTO patents (1976-2016). Predict the product of the given reaction. (1) The product is: [N:18]1([CH2:17][C:15]2[N:16]=[C:12]3[CH:11]=[CH:10][CH:9]=[C:8]([N:5]4[CH2:4][CH2:3][N:2]([CH3:1])[CH2:7][CH2:6]4)[N:13]3[C:14]=2[CH2:32][OH:34])[C@H:31]2[C@H:22]([CH2:23][CH2:24][C:25]3[C:30]2=[N:29][CH:28]=[CH:27][CH:26]=3)[CH2:21][CH2:20][CH2:19]1. Given the reactants [CH3:1][N:2]1[CH2:7][CH2:6][N:5]([C:8]2[N:13]3[CH:14]=[C:15]([CH2:17][N:18]4[C@H:31]5[C@H:22]([CH2:23][CH2:24][C:25]6[C:30]5=[N:29][CH:28]=[CH:27][CH:26]=6)[CH2:21][CH2:20][CH2:19]4)[N:16]=[C:12]3[CH:11]=[CH:10][CH:9]=2)[CH2:4][CH2:3]1.[C:32](O)(=[O:34])C.C(=O)(O)[O-].[Na+], predict the reaction product. (2) Given the reactants [C:1]([C:5]1[CH:6]=[C:7]([C:20]([NH:22][C:23]2[C:28]([F:29])=[C:27]([F:30])[C:26]([C:31]([F:34])([F:33])[F:32])=[C:25]([F:35])[C:24]=2[F:36])=[O:21])[N:8]([CH2:10][C:11]2[C:16]([CH3:17])=[CH:15][C:14]([CH3:18])=[CH:13][C:12]=2[CH3:19])[N:9]=1)([CH3:4])([CH3:3])[CH3:2].CO.C1(C)C(C)=CC=CC=1.[C:47](OI(C1C=CC=CC=1)OC(=O)C)(=[O:49])C, predict the reaction product. The product is: [C:1]([C:5]1[C:6]([O:49][CH3:47])=[C:7]([C:20]([NH:22][C:23]2[C:24]([F:36])=[C:25]([F:35])[C:26]([C:31]([F:33])([F:32])[F:34])=[C:27]([F:30])[C:28]=2[F:29])=[O:21])[N:8]([CH2:10][C:11]2[C:16]([CH3:17])=[CH:15][C:14]([CH3:18])=[CH:13][C:12]=2[CH3:19])[N:9]=1)([CH3:4])([CH3:2])[CH3:3].